From a dataset of Reaction yield outcomes from USPTO patents with 853,638 reactions. Predict the reaction yield, written as a fraction of the theoretical maximum amount of product (1.0 means a 100% yield; for example, 0.34 means a 34% yield). The reactants are [H-].[Na+].[CH:3]1([CH:9]([OH:14])[C:10]([F:13])([F:12])[F:11])[CH2:8][CH2:7][CH2:6][CH2:5][CH2:4]1.[NH2:15][C:16]1[N:21]=[C:20](Cl)[CH:19]=[C:18]([Cl:23])[N:17]=1.O. The catalyst is C1COCC1.C(OCC)(=O)C. The product is [Cl:23][C:18]1[CH:19]=[C:20]([O:14][CH:9]([CH:3]2[CH2:4][CH2:5][CH2:6][CH2:7][CH2:8]2)[C:10]([F:12])([F:13])[F:11])[N:21]=[C:16]([NH2:15])[N:17]=1. The yield is 0.650.